This data is from Full USPTO retrosynthesis dataset with 1.9M reactions from patents (1976-2016). The task is: Predict the reactants needed to synthesize the given product. (1) Given the product [OH:32][C@@:25]1([C:23]#[C:24][C:2]2[CH:3]=[C:4]([N:8]3[C:16]4[C:11](=[CH:12][CH:13]=[C:14]([O:17][CH3:18])[CH:15]=4)[C:10]([C:19]([O:21][CH3:22])=[O:20])=[N:9]3)[CH:5]=[CH:6][CH:7]=2)[CH2:29][CH2:28][N:27]([CH3:30])[C:26]1=[O:31], predict the reactants needed to synthesize it. The reactants are: Br[C:2]1[CH:3]=[C:4]([N:8]2[C:16]3[C:11](=[CH:12][CH:13]=[C:14]([O:17][CH3:18])[CH:15]=3)[C:10]([C:19]([O:21][CH3:22])=[O:20])=[N:9]2)[CH:5]=[CH:6][CH:7]=1.[C:23]([C@:25]1([OH:32])[CH2:29][CH2:28][N:27]([CH3:30])[C:26]1=[O:31])#[CH:24]. (2) Given the product [OH:30][C:31]1[C:36]2[CH2:37]/[C:38](=[CH:27]/[C:26]3[C:19]4[C:20](=[N:21][CH:22]=[CH:23][C:18]=4[C:15]4[CH:16]=[CH:17][C:12]([C:10]([N:7]5[CH2:8][CH2:9][N:4]([CH2:3][CH2:2][OH:1])[CH2:5][CH2:6]5)=[O:11])=[CH:13][CH:14]=4)[N:24]([CH3:29])[CH:25]=3)/[O:39][C:35]=2[CH:34]=[CH:33][CH:32]=1, predict the reactants needed to synthesize it. The reactants are: [OH:1][CH2:2][CH2:3][N:4]1[CH2:9][CH2:8][N:7]([C:10]([C:12]2[CH:17]=[CH:16][C:15]([C:18]3[CH:23]=[CH:22][N:21]=[C:20]4[N:24]([CH3:29])[CH:25]=[C:26]([CH:27]=O)[C:19]=34)=[CH:14][CH:13]=2)=[O:11])[CH2:6][CH2:5]1.[OH:30][C:31]1[C:36]2[C:37](=O)[CH2:38][O:39][C:35]=2[CH:34]=[CH:33][CH:32]=1.Cl. (3) Given the product [OH:45][C:32]([C:13]1[CH:14]2[C:18](=[C:19]([C:26]3[CH:31]=[CH:30][CH:29]=[CH:28][N:27]=3)[C:20]3[CH:25]=[CH:24][CH:23]=[CH:22][CH:21]=3)[CH:11]([CH:12]=1)[CH:10]1[C:8]([N:7]([CH2:6][C:4]([O:3][CH2:1][CH2:2][CH2:57][CH2:58][CH2:59][CH2:60][CH2:61][CH3:62])=[O:5])[C:16](=[O:17])[CH:15]21)=[O:9])([C:39]1[CH:44]=[CH:43][CH:42]=[CH:41][N:40]=1)[C:33]1[CH:34]=[CH:35][CH:36]=[CH:37][CH:38]=1, predict the reactants needed to synthesize it. The reactants are: [CH2:1]([O:3][C:4]([CH2:6][N:7]1[C:16](=[O:17])[CH:15]2[CH:10]([CH:11]3[C:18](=[C:19]([C:26]4[CH:31]=[CH:30][CH:29]=[CH:28][N:27]=4)[C:20]4[CH:25]=[CH:24][CH:23]=[CH:22][CH:21]=4)[CH:14]2[C:13]([C:32]([OH:45])([C:39]2[CH:44]=[CH:43][CH:42]=[CH:41][N:40]=2)[C:33]2[CH:38]=[CH:37][CH:36]=[CH:35][CH:34]=2)=[CH:12]3)[C:8]1=[O:9])=[O:5])[CH3:2].C(=O)([O-])[O-].[K+].[K+].ClCC(O[CH2:57][CH2:58][CH2:59][CH2:60][CH2:61][CH2:62]CC)=O. (4) Given the product [Cl:1][C:2]1[CH:7]=[CH:6][CH:5]=[CH:4][C:3]=1[C:8]1[N:9]([C:16]2[CH:21]=[CH:20][C:19]([Cl:22])=[CH:18][CH:17]=2)[CH:10]=[C:11]([C:13]([N:25]([O:26][CH3:27])[CH3:24])=[O:14])[N:12]=1, predict the reactants needed to synthesize it. The reactants are: [Cl:1][C:2]1[CH:7]=[CH:6][CH:5]=[CH:4][C:3]=1[C:8]1[N:9]([C:16]2[CH:21]=[CH:20][C:19]([Cl:22])=[CH:18][CH:17]=2)[CH:10]=[C:11]([C:13](Cl)=[O:14])[N:12]=1.Cl.[CH3:24][NH:25][O:26][CH3:27].C(N(CC)CC)C. (5) Given the product [CH2:1]([O:5][C:6]1[CH:11]=[CH:10][C:9]([S:12]([NH:15][CH:16]([C:21]2[CH:26]=[CH:25][C:24]([O:27][CH2:28][CH2:29][N:30]3[CH2:31][CH2:32][CH2:33][CH2:34]3)=[CH:23][CH:22]=2)[C:17]([OH:19])=[O:18])(=[O:13])=[O:14])=[CH:8][CH:7]=1)[C:2]#[C:3][CH3:4], predict the reactants needed to synthesize it. The reactants are: [CH2:1]([O:5][C:6]1[CH:11]=[CH:10][C:9]([S:12]([NH:15][CH:16]([C:21]2[CH:26]=[CH:25][C:24]([O:27][CH2:28][CH2:29][N:30]3[CH2:34][CH2:33][CH2:32][CH2:31]3)=[CH:23][CH:22]=2)[C:17]([O:19]C)=[O:18])(=[O:14])=[O:13])=[CH:8][CH:7]=1)[C:2]#[C:3][CH3:4].[OH-].[Na+].